Binary Classification. Given a drug SMILES string, predict its activity (active/inactive) in a high-throughput screening assay against a specified biological target. From a dataset of M1 muscarinic receptor antagonist screen with 61,756 compounds. (1) The drug is N1(CCCCC1)c1n2c(nc3c2cccc3)c(c(c1CCC#N)C)C#N. The result is 0 (inactive). (2) The molecule is S(CC(=O)NCc1sccc1)c1n(nnn1)CC. The result is 0 (inactive). (3) The molecule is S(=O)(=O)(N(C)C)c1cc2nc(n(c2cc1)CC)CSc1n(c2ccc(OC)cc2)cnn1. The result is 0 (inactive). (4) The molecule is O\N=C(\CCc1c2c([nH]c1)cccc2)C. The result is 0 (inactive). (5) The drug is Clc1cc(c2sc3n(n2)c(nn3)c2ccncc2)ccc1. The result is 0 (inactive). (6) The molecule is S(c1n(CC)c(=O)c2c(n1)cccc2)CC(=O)NCCOc1ccccc1. The result is 0 (inactive). (7) The compound is S(C=1N(CCN1)C(=O)c1sccc1)Cc1cccnc1. The result is 0 (inactive). (8) The compound is O(c1cc(c2nn(CC(=O)Nc3cc(O)ccc3)c(=O)cc2)ccc1OC)C. The result is 0 (inactive). (9) The drug is O=c1n(n(c(c1Nc1ncnc2n(ncc12)c1c(cc(cc1)C)C)C)C)c1ccccc1. The result is 0 (inactive). (10) The result is 0 (inactive). The drug is S(=O)(=O)(CC=1NC(=O)NC(C1C(OCC)=O)c1cc(O)c(O)cc1)c1cc(c(F)cc1)C.